This data is from NCI-60 drug combinations with 297,098 pairs across 59 cell lines. The task is: Regression. Given two drug SMILES strings and cell line genomic features, predict the synergy score measuring deviation from expected non-interaction effect. Drug 1: C1CCN(CC1)CCOC2=CC=C(C=C2)C(=O)C3=C(SC4=C3C=CC(=C4)O)C5=CC=C(C=C5)O. Drug 2: CCC1=CC2CC(C3=C(CN(C2)C1)C4=CC=CC=C4N3)(C5=C(C=C6C(=C5)C78CCN9C7C(C=CC9)(C(C(C8N6C)(C(=O)OC)O)OC(=O)C)CC)OC)C(=O)OC.C(C(C(=O)O)O)(C(=O)O)O. Cell line: HL-60(TB). Synergy scores: CSS=62.4, Synergy_ZIP=4.38, Synergy_Bliss=3.78, Synergy_Loewe=-23.5, Synergy_HSA=0.839.